This data is from Reaction yield outcomes from USPTO patents with 853,638 reactions. The task is: Predict the reaction yield, written as a fraction of the theoretical maximum amount of product (1.0 means a 100% yield; for example, 0.34 means a 34% yield). (1) The reactants are [S:1]1[C:5]2[CH:6]=[CH:7][CH:8]=[CH:9][C:4]=2[CH:3]=[C:2]1[C:10]([NH:12][C@H:13]([C:18]([OH:20])=O)[CH2:14][CH:15]([CH3:17])[CH3:16])=[O:11].[NH2:21][CH2:22][C@@H:23]1[C@@H:27]([CH2:28][O:29][CH2:30][C:31]2[CH:36]=[CH:35][CH:34]=[CH:33][CH:32]=2)[O:26][CH2:25][CH2:24]1.C1C=C2C(N(O)N=NC2=CC=1)=O.CCN=C=NCCCN(C)C.Cl.CN1CCOCC1. The catalyst is C(Cl)Cl. The product is [CH3:17][CH:15]([CH3:16])[CH2:14][C@H:13]([NH:12][C:10]([C:2]1[S:1][C:5]2[CH:6]=[CH:7][CH:8]=[CH:9][C:4]=2[CH:3]=1)=[O:11])[C:18]([NH:21][CH2:22][C@H:23]1[CH2:24][CH2:25][O:26][C@@H:27]1[CH2:28][O:29][CH2:30][C:31]1[CH:32]=[CH:33][CH:34]=[CH:35][CH:36]=1)=[O:20]. The yield is 0.660. (2) The reactants are [C:1]([O:5][C:6]([N:8]1[CH2:15][CH:14]2[CH:10]([CH2:11][NH:12][CH2:13]2)[CH2:9]1)=[O:7])([CH3:4])([CH3:3])[CH3:2].Br[C:17]1[CH:22]=[CH:21][C:20]([Br:23])=[CH:19][N:18]=1.C1(P(C2C=CC=CC=2)C2C=CC3C(=CC=CC=3)C=2C2C3C(=CC=CC=3)C=CC=2P(C2C=CC=CC=2)C2C=CC=CC=2)C=CC=CC=1.CC([O-])(C)C.[Na+]. The catalyst is C1(C)C=CC=CC=1. The product is [C:1]([O:5][C:6]([N:8]1[CH2:9][CH:10]2[CH:14]([CH2:13][N:12]([C:17]3[CH:22]=[CH:21][C:20]([Br:23])=[CH:19][N:18]=3)[CH2:11]2)[CH2:15]1)=[O:7])([CH3:4])([CH3:2])[CH3:3]. The yield is 0.620.